This data is from Full USPTO retrosynthesis dataset with 1.9M reactions from patents (1976-2016). The task is: Predict the reactants needed to synthesize the given product. (1) Given the product [Br:31][C:26]1[N:25]=[C:24]([C@:21]2([CH3:23])[C@@H:20]([F:32])[C@@H:19]([C:33]([F:36])([F:35])[F:34])[O:18][C:17]([NH:9][C:10](=[O:16])[O:11][C:12]([CH3:13])([CH3:15])[CH3:14])=[N:22]2)[C:29]([F:30])=[CH:28][CH:27]=1, predict the reactants needed to synthesize it. The reactants are: C([N:9]([C:17]1[O:18][C@H:19]([C:33]([F:36])([F:35])[F:34])[C@H:20]([F:32])[C@:21]([C:24]2[C:29]([F:30])=[CH:28][CH:27]=[C:26]([Br:31])[N:25]=2)([CH3:23])[N:22]=1)[C:10](=[O:16])[O:11][C:12]([CH3:15])([CH3:14])[CH3:13])(=O)C1C=CC=CC=1.N. (2) The reactants are: [NH2:1][C:2]1[NH:6][N:5]=[C:4]([NH:7][C:8]2[CH:13]=[CH:12][C:11]([N:14]3[CH2:19][CH2:18][S:17](=[O:21])(=[O:20])[CH2:16][CH2:15]3)=[CH:10][CH:9]=2)[C:3]=1[C:22]([NH2:24])=[O:23].[CH3:25][C:26]1[CH:27]=[C:28]([CH:31]=[C:32]([CH3:35])[C:33]=1[OH:34])[CH:29]=O.[BH4-].[Na+].O. Given the product [O:20]=[S:17]1(=[O:21])[CH2:16][CH2:15][N:14]([C:11]2[CH:10]=[CH:9][C:8]([NH:7][C:4]3[C:3]([C:22]([NH2:24])=[O:23])=[C:2]([NH:1][CH2:29][C:28]4[CH:31]=[C:32]([CH3:35])[C:33]([OH:34])=[C:26]([CH3:25])[CH:27]=4)[NH:6][N:5]=3)=[CH:13][CH:12]=2)[CH2:19][CH2:18]1, predict the reactants needed to synthesize it. (3) Given the product [Br:12][C:10]1[C:9]2[C:4](=[CH:5][CH:6]=[CH:7][CH:8]=2)[N:3]=[C:2]([NH:20][CH2:19][CH2:18][N:13]2[CH2:17][CH2:16][CH2:15][CH2:14]2)[CH:11]=1.[C:31]([OH:33])([C:27]([F:30])([F:29])[F:28])=[O:32], predict the reactants needed to synthesize it. The reactants are: Br[C:2]1[CH:11]=[C:10]([Br:12])[C:9]2[C:4](=[CH:5][CH:6]=[CH:7][CH:8]=2)[N:3]=1.[N:13]1([CH2:18][CH2:19][NH2:20])[CH2:17][CH2:16][CH2:15][CH2:14]1.C([O-])([O-])=O.[K+].[K+].[C:27]([C:31]([OH:33])=[O:32])([F:30])([F:29])[F:28].